This data is from Full USPTO retrosynthesis dataset with 1.9M reactions from patents (1976-2016). The task is: Predict the reactants needed to synthesize the given product. (1) Given the product [F:27][C:22]1[CH:23]=[CH:24][CH:25]=[CH:26][C:21]=1[CH2:20][N:14]1[C:10]2=[N:11][CH:12]=[CH:13][CH:8]=[C:9]2[C:16]([C:17]([NH2:19])=[NH:6])=[N:15]1, predict the reactants needed to synthesize it. The reactants are: C(O)(=O)C.[Cl-].[NH4+:6].C[C:8]1[CH:13]=[CH:12][N:11]=[C:10]2[N:14]([CH2:20][C:21]3[CH:26]=[CH:25][CH:24]=[CH:23][C:22]=3[F:27])[N:15]=[C:16]([C:17](=[NH:19])[O-])[C:9]=12. (2) Given the product [F:23][C:15]1[CH:14]=[CH:13][C:12]2[N:11]=[C:10]([C@@H:8]([NH2:7])[CH3:9])[N:20]3[C:21]=2[C:16]=1[CH2:17][CH2:18][CH:19]3[CH3:22], predict the reactants needed to synthesize it. The reactants are: C(OC(=O)[NH:7][C@H:8]([C:10]1[N:20]2[C:21]3[C:16]([CH2:17][CH2:18][CH:19]2[CH3:22])=[C:15]([F:23])[CH:14]=[CH:13][C:12]=3[N:11]=1)[CH3:9])(C)(C)C.C(O)(C(F)(F)F)=O.C1(C)C=CC=CC=1. (3) Given the product [CH3:30][C:27]1([CH3:31])[O:28][CH2:29][CH:24]([CH2:23][O:1][C:2]2[CH:3]=[CH:4][C:5]([C:6]([C:8]3[CH:13]=[CH:12][CH:11]=[CH:10][CH:9]=3)=[O:7])=[CH:14][CH:15]=2)[CH2:25][O:26]1, predict the reactants needed to synthesize it. The reactants are: [OH:1][C:2]1[CH:15]=[CH:14][C:5]([C:6]([C:8]2[CH:13]=[CH:12][CH:11]=[CH:10][CH:9]=2)=[O:7])=[CH:4][CH:3]=1.[H-].[Na+].CS(O[CH2:23][CH:24]1[CH2:29][O:28][C:27]([CH3:31])([CH3:30])[O:26][CH2:25]1)(=O)=O.OCC(CO)CO. (4) Given the product [S:1]1[C:5]2[C:6]3[CH:14]=[CH:13][CH:12]=[CH:11][C:7]=3[O:8][CH2:9][CH2:10][C:4]=2[CH:3]=[C:2]1[C:22](=[O:23])[CH2:21][C:15]1[CH:20]=[CH:19][CH:18]=[CH:17][CH:16]=1, predict the reactants needed to synthesize it. The reactants are: [S:1]1[C:5]2[C:6]3[CH:14]=[CH:13][CH:12]=[CH:11][C:7]=3[O:8][CH2:9][CH2:10][C:4]=2[CH:3]=[CH:2]1.[C:15]1([CH2:21][C:22](O)=[O:23])[CH:20]=[CH:19][CH:18]=[CH:17][CH:16]=1. (5) Given the product [CH3:13][O:14][C:15]([C:17]1[S:18][C:19]([C:46]2([OH:49])[CH2:47][CH2:48][C:43]([CH3:50])([CH3:42])[CH2:44][CH2:45]2)=[CH:20][C:21]=1[N:22]([CH:32]1[CH2:41][CH2:40][C:35]2([O:39][CH2:38][CH2:37][O:36]2)[CH2:34][CH2:33]1)[C:23]([C@H:25]1[CH2:26][CH2:27][C@H:28]([CH3:31])[CH2:29][CH2:30]1)=[O:24])=[O:16], predict the reactants needed to synthesize it. The reactants are: C(NC(C)C)(C)C.[Li]CCCC.[CH3:13][O:14][C:15]([C:17]1[S:18][CH:19]=[CH:20][C:21]=1[N:22]([CH:32]1[CH2:41][CH2:40][C:35]2([O:39][CH2:38][CH2:37][O:36]2)[CH2:34][CH2:33]1)[C:23]([C@H:25]1[CH2:30][CH2:29][C@H:28]([CH3:31])[CH2:27][CH2:26]1)=[O:24])=[O:16].[CH3:42][C:43]1([CH3:50])[CH2:48][CH2:47][C:46](=[O:49])[CH2:45][CH2:44]1.